This data is from Ames mutagenicity test results for genotoxicity prediction. The task is: Regression/Classification. Given a drug SMILES string, predict its toxicity properties. Task type varies by dataset: regression for continuous values (e.g., LD50, hERG inhibition percentage) or binary classification for toxic/non-toxic outcomes (e.g., AMES mutagenicity, cardiotoxicity, hepatotoxicity). Dataset: ames. (1) The drug is Cc1cc(N)sn1. The result is 1 (mutagenic). (2) The compound is COP(=O)(OC)O/C(=C\Br)c1ccc(Cl)cc1Cl. The result is 0 (non-mutagenic). (3) The molecule is CNc1ccc(N(CCO)CCO)cc1[N+](=O)[O-]. The result is 1 (mutagenic). (4) The drug is CCCOP(=S)(OCCC)OP(=S)(OCCC)OCCC. The result is 0 (non-mutagenic). (5) The molecule is O=[N+]([O-])c1cccc2csnc12. The result is 1 (mutagenic). (6) The molecule is CCCCN(N=O)C(=N)NN(O)O. The result is 1 (mutagenic). (7) The molecule is c1ccc2c(c1)ccc1c3cccnc3ccc21. The result is 1 (mutagenic).